This data is from Full USPTO retrosynthesis dataset with 1.9M reactions from patents (1976-2016). The task is: Predict the reactants needed to synthesize the given product. Given the product [C:1]([O:4][C:5](=[O:33])[NH:6][CH2:7][CH2:8][CH2:9][CH2:10][C@H:11]([NH:29][C:30](=[O:32])[CH3:31])[C:12](=[O:28])[NH:13][CH2:14][CH2:15][NH:16][CH3:18])([CH3:2])([CH3:3])[CH3:34], predict the reactants needed to synthesize it. The reactants are: [CH:1]([O:4][C:5](=[O:33])[NH:6][CH2:7][CH2:8][CH2:9][CH2:10][C@H:11]([NH:29][C:30](=[O:32])[CH3:31])[C:12](=[O:28])[NH:13][CH2:14][CH2:15][N:16]([C:18](OCC1C=CC=CC=1)=O)C)([CH3:3])[CH3:2].[CH3:34]O.